Dataset: Forward reaction prediction with 1.9M reactions from USPTO patents (1976-2016). Task: Predict the product of the given reaction. (1) Given the reactants [CH2:1]([O:3][C:4](=[O:16])[CH2:5][C:6]1[C:11]([F:12])=[C:10](F)[N:9]=[C:8]([F:14])[C:7]=1[Cl:15])[CH3:2].[F:17][C:18]([F:27])([C:21]1[CH:26]=[CH:25][CH:24]=[CH:23][N:22]=1)[CH2:19][NH2:20].C([O-])([O-])=O.[Ca+2], predict the reaction product. The product is: [CH2:1]([O:3][C:4](=[O:16])[CH2:5][C:6]1[C:11]([F:12])=[C:10]([NH:20][CH2:19][C:18]([F:27])([F:17])[C:21]2[CH:26]=[CH:25][CH:24]=[CH:23][N:22]=2)[N:9]=[C:8]([F:14])[C:7]=1[Cl:15])[CH3:2]. (2) The product is: [CH3:26][O:25][C:23](=[O:24])[C:22]1[CH:27]=[CH:28][C:19](/[CH:17]=[CH:8]/[C:6]([O:5][C:2]([CH3:1])([CH3:3])[CH3:4])=[O:7])=[CH:20][CH:21]=1. Given the reactants [CH3:1][C:2]([O:5][C:6]([CH2:8]P(OC)(OC)=O)=[O:7])([CH3:4])[CH3:3].[H-].[Na+].[CH:17]([C:19]1[CH:28]=[CH:27][C:22]([C:23]([O:25][CH3:26])=[O:24])=[CH:21][CH:20]=1)=O, predict the reaction product. (3) Given the reactants [ClH:1].[C:2]([C:6]1[CH:11]=[CH:10][N:9]=[CH:8][CH:7]=1)([CH3:5])([CH3:4])[CH3:3], predict the reaction product. The product is: [ClH:1].[C:2]([C:6]1[CH:11]=[CH:10][N:9]=[CH:8][CH:7]=1)([CH3:5])([CH3:4])[CH3:3]. (4) Given the reactants FC(F)(F)C1(C([O:9][C:10]2[CH:15]=[CH:14][C:13]([C:16]3[CH:21]=[CH:20][C:19]([O:22][CH2:23][CH:24]4[CH2:29][CH2:28][N:27]([C:30]([C:32]5([C:36]([F:39])([F:38])[F:37])[CH2:35][CH2:34][CH2:33]5)=O)[CH2:26][CH2:25]4)=[CH:18][CH:17]=3)=[CH:12][CH:11]=2)=O)CCC1.[H-].[H-].[H-].[H-].[Li+].[Al+3].O, predict the reaction product. The product is: [F:38][C:36]([F:37])([F:39])[C:32]1([CH2:30][N:27]2[CH2:28][CH2:29][CH:24]([CH2:23][O:22][C:19]3[CH:18]=[CH:17][C:16]([C:13]4[CH:14]=[CH:15][C:10]([OH:9])=[CH:11][CH:12]=4)=[CH:21][CH:20]=3)[CH2:25][CH2:26]2)[CH2:35][CH2:34][CH2:33]1. (5) Given the reactants [Li][C:2]([CH3:5])([CH3:4])C.Br[C:7]1[CH:8]=[CH:9][C:10]2[N:11]([Si:21]([C:34]3[CH:39]=[CH:38][CH:37]=[CH:36][CH:35]=3)([C:28]3[CH:33]=[CH:32][CH:31]=[CH:30][CH:29]=3)[C:22]3[CH:27]=[CH:26][CH:25]=[CH:24][CH:23]=3)[C:12]3[C:17]([C:18]=2[CH:19]=1)=[CH:16][C:15](Br)=[CH:14][CH:13]=3.Cl[Si:41]([C:54]1[CH:59]=[CH:58][CH:57]=[CH:56][CH:55]=1)([C:48]1[CH:53]=[CH:52][CH:51]=[CH:50][CH:49]=1)[C:42]1[CH:47]=[CH:46][CH:45]=[CH:44][CH:43]=1.[NH4+].[Cl-], predict the reaction product. The product is: [C:28]1([Si:21]([C:4]2[CH:2]=[CH:5][CH:8]=[CH:7][CH:19]=2)([C:22]2[CH:23]=[CH:24][CH:25]=[CH:26][CH:27]=2)[C:7]2[CH:8]=[CH:9][C:10]3[N:11]([Si:21]([C:34]4[CH:39]=[CH:38][CH:37]=[CH:36][CH:35]=4)([C:28]4[CH:33]=[CH:32][CH:31]=[CH:30][CH:29]=4)[C:22]4[CH:27]=[CH:26][CH:25]=[CH:24][CH:23]=4)[C:12]4[C:17]([C:18]=3[CH:19]=2)=[CH:16][C:15]([Si:41]([C:54]2[CH:59]=[CH:58][CH:57]=[CH:56][CH:55]=2)([C:48]2[CH:53]=[CH:52][CH:51]=[CH:50][CH:49]=2)[C:42]2[CH:47]=[CH:46][CH:45]=[CH:44][CH:43]=2)=[CH:14][CH:13]=4)[CH:29]=[CH:30][CH:31]=[CH:32][CH:33]=1. (6) Given the reactants C([N:8]1[CH2:13][CH2:12][O:11][CH2:10][C@H:9]1[CH2:14][CH2:15][OH:16])C1C=CC=CC=1.C(O)(=O)C, predict the reaction product. The product is: [NH:8]1[CH2:13][CH2:12][O:11][CH2:10][C@H:9]1[CH2:14][CH2:15][OH:16].